This data is from Full USPTO retrosynthesis dataset with 1.9M reactions from patents (1976-2016). The task is: Predict the reactants needed to synthesize the given product. (1) Given the product [CH2:1]([O:3][C:4]([C:6]1[C:15](=[O:16])[C:14]2[C:9](=[N:10][C:11]([CH3:41])=[C:12]([CH2:17][C:18]3[CH:23]=[CH:22][CH:21]=[C:20]([Cl:24])[C:19]=3[F:25])[CH:13]=2)[N:8]([C@H:27]([C:32]([CH3:40])([CH3:39])[O:33][SiH2:34][C:35]([CH3:38])([CH3:37])[CH3:36])[C:28]([CH3:31])([CH3:30])[CH3:29])[CH:7]=1)=[O:5])[CH3:2], predict the reactants needed to synthesize it. The reactants are: [CH2:1]([O:3][C:4]([C:6]1[C:15](=[O:16])[C:14]2[C:9](=[N:10][C:11](Br)=[C:12]([CH2:17][C:18]3[CH:23]=[CH:22][CH:21]=[C:20]([Cl:24])[C:19]=3[F:25])[CH:13]=2)[N:8]([C@H:27]([C:32]([CH3:40])([CH3:39])[O:33][SiH2:34][C:35]([CH3:38])([CH3:37])[CH3:36])[C:28]([CH3:31])([CH3:30])[CH3:29])[CH:7]=1)=[O:5])[CH3:2].[CH3:41]B(O)O.C(=O)([O-])[O-].[Na+].[Na+].[Cl-].[NH4+]. (2) Given the product [Cl:24][C:17]1[CH:18]=[C:19]([CH:20]=[C:2]([Cl:1])[C:3]=1[O:4][C:5]1[CH:6]=[C:7]2[C:11](=[CH:12][CH:13]=1)[NH:10][CH:9]=[C:8]2[CH:14]([CH3:15])[CH3:16])[NH2:21], predict the reactants needed to synthesize it. The reactants are: [Cl:1][C:2]1[CH:20]=[C:19]([N+:21]([O-])=O)[CH:18]=[C:17]([Cl:24])[C:3]=1[O:4][C:5]1[CH:6]=[C:7]2[C:11](=[CH:12][CH:13]=1)[NH:10][CH:9]=[C:8]2[CH:14]([CH3:16])[CH3:15].O.O.[Sn](Cl)Cl. (3) Given the product [CH2:30]([Sn:25]([CH2:21][CH2:22][CH2:23][CH3:24])([CH2:26][CH2:27][CH2:28][CH3:29])[C:12]1[O:11][C:10]([Si:9]([CH:6]([CH3:8])[CH3:7])([CH:15]([CH3:17])[CH3:16])[CH:18]([CH3:20])[CH3:19])=[N:14][CH:13]=1)[CH2:31][CH2:32][CH3:33], predict the reactants needed to synthesize it. The reactants are: [Li]C(C)(C)C.[CH:6]([Si:9]([CH:18]([CH3:20])[CH3:19])([CH:15]([CH3:17])[CH3:16])[C:10]1[O:11][CH:12]=[CH:13][N:14]=1)([CH3:8])[CH3:7].[CH2:21]([Sn:25](Cl)([CH2:30][CH2:31][CH2:32][CH3:33])[CH2:26][CH2:27][CH2:28][CH3:29])[CH2:22][CH2:23][CH3:24]. (4) The reactants are: [CH2:1]([CH:3]([C:6]1[C:7]2[N:8]([C:13]([C:17]3[N:18]([CH3:22])[CH:19]=[CH:20][CH:21]=3)=[C:14]([CH3:16])[N:15]=2)[N:9]=[C:10]([CH3:12])[CH:11]=1)[CH2:4][CH3:5])[CH3:2].C1C(=O)N([Br:30])C(=O)C1.[O-]S([O-])=O.[Na+].[Na+]. Given the product [Br:30][C:19]1[N:18]([CH3:22])[C:17]([C:13]2[N:8]3[N:9]=[C:10]([CH3:12])[CH:11]=[C:6]([CH:3]([CH2:4][CH3:5])[CH2:1][CH3:2])[C:7]3=[N:15][C:14]=2[CH3:16])=[CH:21][CH:20]=1, predict the reactants needed to synthesize it. (5) Given the product [C@@H:6]1([O:24][C:25]2[C:33]3[C:32]([CH2:34][CH2:35][C:36]4[CH:41]=[CH:40][CH:39]=[CH:38][CH:37]=4)=[CH:31][S:30][C:29]=3[CH:28]=[CH:27][CH:26]=2)[O:7][C@H:8]([CH2:19][OH:20])[C@@H:9]([OH:15])[C@H:10]([OH:11])[C@H:5]1[OH:4], predict the reactants needed to synthesize it. The reactants are: C([O:4][C@@H:5]1[C@@H:10]([O:11]C(=O)C)[C@H:9]([O:15]C(=O)C)[C@@H:8]([CH2:19][O:20]C(=O)C)[O:7][C@H:6]1[O:24][C:25]1[C:33]2[C:32]([CH2:34][CH2:35][C:36]3[CH:41]=[CH:40][CH:39]=[CH:38][CH:37]=3)=[CH:31][S:30][C:29]=2[CH:28]=[CH:27][CH:26]=1)(=O)C.C[O-].[Na+]. (6) Given the product [Cl:22][CH2:23]/[CH:24]=[CH:25]\[CH2:26][N:12]1[C:13]2[CH:18]=[CH:17][CH:16]=[CH:15][C:14]=2[N:10]([CH2:9][CH2:8][O:7][CH:2]2[CH2:3][CH2:4][CH2:5][CH2:6][O:1]2)[C:11]1=[O:19], predict the reactants needed to synthesize it. The reactants are: [O:1]1[CH2:6][CH2:5][CH2:4][CH2:3][CH:2]1[O:7][CH2:8][CH2:9][N:10]1[C:14]2[CH:15]=[CH:16][CH:17]=[CH:18][C:13]=2[NH:12][C:11]1=[O:19].[H-].[Na+].[Cl:22][CH2:23]/[CH:24]=[CH:25]\[CH2:26]Cl.O. (7) Given the product [O:24]1[CH2:23][CH2:22][O:21][CH:20]1[C:15]1[C:14]([F:25])=[C:13]([N:12]([CH2:29][CH3:30])[CH2:11][C:10]2[NH:6][CH:7]=[N:8][CH:9]=2)[CH:18]=[CH:17][C:16]=1[F:19], predict the reactants needed to synthesize it. The reactants are: CN(C)S([N:6]1[C:10]([CH2:11][NH:12][C:13]2[CH:18]=[CH:17][C:16]([F:19])=[C:15]([CH:20]3[O:24][CH2:23][CH2:22][O:21]3)[C:14]=2[F:25])=[CH:9][N:8]=[CH:7]1)(=O)=O.Cl.O1CCO[CH2:30][CH2:29]1.